From a dataset of Reaction yield outcomes from USPTO patents with 853,638 reactions. Predict the reaction yield, written as a fraction of the theoretical maximum amount of product (1.0 means a 100% yield; for example, 0.34 means a 34% yield). (1) The reactants are I[C:2]1[CH:7]=[CH:6][CH:5]=[C:4]([I:8])[CH:3]=1.C([Li])CCC.[O:14]1[CH2:18][CH2:17][C:16](=[O:19])[CH2:15]1.[NH4+].[Cl-]. The catalyst is C1COCC1. The product is [I:8][C:4]1[CH:3]=[C:2]([C:16]2([OH:19])[CH2:17][CH2:18][O:14][CH2:15]2)[CH:7]=[CH:6][CH:5]=1. The yield is 0.760. (2) The reactants are [C:1]([O:5][C:6]([N:8]1[C:13]2[CH:14]=[C:15]([Cl:20])[C:16]([O:18][CH3:19])=[CH:17][C:12]=2[O:11][CH:10]([C:21](O)=[O:22])[CH2:9]1)=[O:7])([CH3:4])([CH3:3])[CH3:2].CCN=C=NCCCN(C)C.C1C=CC2N(O)N=NC=2C=1.CCN(C(C)C)C(C)C.[F:54][C:55]1[CH:60]=[CH:59][C:58]([CH:61]([OH:70])[C:62]2([C:68]#[N:69])[CH2:67][CH2:66][NH:65][CH2:64][CH2:63]2)=[CH:57][CH:56]=1. The catalyst is CN(C=O)C. The product is [C:1]([O:5][C:6]([N:8]1[C:13]2[CH:14]=[C:15]([Cl:20])[C:16]([O:18][CH3:19])=[CH:17][C:12]=2[O:11][CH:10]([C:21]([N:65]2[CH2:64][CH2:63][C:62]([C:68]#[N:69])([CH:61]([C:58]3[CH:57]=[CH:56][C:55]([F:54])=[CH:60][CH:59]=3)[OH:70])[CH2:67][CH2:66]2)=[O:22])[CH2:9]1)=[O:7])([CH3:4])([CH3:2])[CH3:3]. The yield is 0.960. (3) The yield is 0.650. The reactants are S(=O)(=O)(O)[OH:2].N(=[CH:8][C:9]([NH:11][C:12]1[CH:19]=[CH:18][C:15]([O:16][CH3:17])=[CH:14][CH:13]=1)=[O:10])O. The product is [CH3:17][O:16][C:15]1[CH:14]=[C:13]2[C:12](=[CH:19][CH:18]=1)[NH:11][C:9](=[O:10])[C:8]2=[O:2]. The catalyst is O. (4) The reactants are [CH3:1][C:2]1[CH:7]=[CH:6][N:5]=[CH:4][C:3]=1[C:8]([O:10][CH2:11][C:12]([C:14]1[CH:19]=[CH:18][CH:17]=[C:16]([Br:20])[CH:15]=1)=O)=O.C([NH2:24])(=O)C.B(F)(F)F.CCOCC.C([O-])(O)=O.[Na+]. The catalyst is CC1C=CC(C)=CC=1. The product is [Br:20][C:16]1[CH:15]=[C:14]([C:12]2[N:24]=[C:8]([C:3]3[CH:4]=[N:5][CH:6]=[CH:7][C:2]=3[CH3:1])[O:10][CH:11]=2)[CH:19]=[CH:18][CH:17]=1. The yield is 0.280.